The task is: Predict which catalyst facilitates the given reaction.. This data is from Catalyst prediction with 721,799 reactions and 888 catalyst types from USPTO. (1) Reactant: [CH2:1]([N:8]1[CH2:12][C@:11]2([O:18][CH3:19])[C:13](=O)[NH:14][C:15](=O)[C@@H:10]2[CH2:9]1)[C:2]1[CH:7]=[CH:6][CH:5]=[CH:4][CH:3]=1.[H-].[H-].[H-].[H-].[Li+].[Al+3]. Product: [CH2:1]([N:8]1[CH2:12][C@:11]2([O:18][CH3:19])[C@@H:10]([CH2:15][NH:14][CH2:13]2)[CH2:9]1)[C:2]1[CH:3]=[CH:4][CH:5]=[CH:6][CH:7]=1. The catalyst class is: 1. (2) Reactant: [Cl:1][C:2]1[CH:7]=[C:6]([O:8][CH3:9])[C:5]([F:10])=[CH:4][C:3]=1[I:11].C([O:15][B:16](OC(C)C)[O:17]C(C)C)(C)C.C([Li])CCC.C(=O)=O.CC(C)=O.Cl. Product: [Cl:1][C:2]1([B:16]([OH:17])[OH:15])[CH:7]=[C:6]([O:8][CH3:9])[C:5]([F:10])=[CH:4][CH:3]1[I:11]. The catalyst class is: 20. (3) Reactant: [C:1]([O:5][C:6]([N:8]1[CH2:12][CH2:11][CH2:10][C@H:9]1[CH2:13][OH:14])=[O:7])([CH3:4])([CH3:3])[CH3:2].[H-].[Na+].Br[CH2:18][CH:19]1[CH2:21][CH2:20]1.C(OCC)(=O)C. Product: [C:1]([O:5][C:6]([N:8]1[CH2:12][CH2:11][CH2:10][CH:9]1[CH2:13][O:14][CH2:18][CH:19]1[CH2:21][CH2:20]1)=[O:7])([CH3:4])([CH3:3])[CH3:2]. The catalyst class is: 7. (4) Reactant: C([Li])[CH2:2][CH2:3][CH3:4].[C:6]([Si:9]([CH:14]([CH3:16])[CH3:15])([CH:11](C)[CH3:12])Br)([CH3:8])=[CH2:7]. Product: [C:6]([Si:9]([C:11]#[CH:12])([CH:14]([CH3:16])[CH3:15])[CH:3]([CH3:4])[CH3:2])([CH3:8])=[CH2:7]. The catalyst class is: 1. (5) Reactant: [Si]([O:8][C@@H:9]1[CH2:14][C@@H:13]([O:15][CH3:16])[CH2:12][N:11]([C:17]([O:19][CH2:20][C:21]2[CH:26]=[CH:25][CH:24]=[CH:23][CH:22]=2)=[O:18])[CH2:10]1)(C(C)(C)C)(C)C.Cl.C(O)(C)C. Product: [OH:8][C@@H:9]1[CH2:14][C@@H:13]([O:15][CH3:16])[CH2:12][N:11]([C:17]([O:19][CH2:20][C:21]2[CH:26]=[CH:25][CH:24]=[CH:23][CH:22]=2)=[O:18])[CH2:10]1. The catalyst class is: 5. (6) Reactant: [F:1][C:2]1[CH:10]=[C:9]2[C:5]([C:6]([I:11])=[N:7][NH:8]2)=[CH:4][CH:3]=1.Br[CH2:13][CH2:14][CH2:15][NH:16][C:17](=[O:20])[O:18][CH3:19].C(=O)([O-])[O-].[K+].[K+].C(OCC)(=O)C. Product: [F:1][C:2]1[CH:10]=[C:9]2[C:5]([C:6]([I:11])=[N:7][N:8]2[CH2:13][CH2:14][CH2:15][NH:16][C:17](=[O:20])[O:18][CH3:19])=[CH:4][CH:3]=1. The catalyst class is: 9. (7) Product: [Br:44][CH2:23][C:24]([C:2]1[CH:3]=[CH:4][C:5]2[C:11]3[CH:12]=[CH:13][C:14]([Br:16])=[CH:15][C:10]=3[CH2:9][O:8][CH2:7][C:6]=2[CH:17]=1)=[O:25]. The catalyst class is: 184. Reactant: Br[C:2]1[CH:3]=[CH:4][C:5]2[C:11]3[CH:12]=[CH:13][C:14]([Br:16])=[CH:15][C:10]=3[CH2:9][O:8][CH2:7][C:6]=2[CH:17]=1.C([Sn](CCCC)(CCCC)[CH:23]=[CH:24][O:25]CC)CCC.O.C1C(=O)N([Br:44])C(=O)C1. (8) Reactant: [NH:1]1[C:9]2[C:4](=[CH:5][CH:6]=[CH:7][CH:8]=2)[CH:3]=[CH:2]1.[CH3:10][C:11]([O:14][C:15](O[C:15]([O:14][C:11]([CH3:13])([CH3:12])[CH3:10])=[O:16])=[O:16])([CH3:13])[CH3:12].O. Product: [N:1]1([C:15]([O:14][C:11]([CH3:13])([CH3:12])[CH3:10])=[O:16])[C:9]2[C:4](=[CH:5][CH:6]=[CH:7][CH:8]=2)[CH:3]=[CH:2]1. The catalyst class is: 154. (9) Reactant: [Br:1][CH2:2][C:3]([NH:5][C:6]1[C:7]([S:15][CH3:16])=[N:8][C:9]([CH3:14])=[CH:10][C:11]=1[S:12][CH3:13])=[O:4].ClC1C=CC=C(C(OO)=[O:25])C=1. Product: [Br:1][CH2:2][C:3]([NH:5][C:6]1[C:7]([S:15]([CH3:16])=[O:25])=[N:8][C:9]([CH3:14])=[CH:10][C:11]=1[S:12][CH3:13])=[O:4]. The catalyst class is: 146.